This data is from Forward reaction prediction with 1.9M reactions from USPTO patents (1976-2016). The task is: Predict the product of the given reaction. (1) Given the reactants [Cl:1][C:2]1[C:7]([Cl:8])=[CH:6][CH:5]=[CH:4][C:3]=1[C:9]#[C:10][CH2:11][OH:12], predict the reaction product. The product is: [Cl:1][C:2]1[C:7]([Cl:8])=[CH:6][CH:5]=[CH:4][C:3]=1[CH2:9][CH2:10][CH2:11][OH:12]. (2) The product is: [Cl:1][C:2]1[CH:3]=[CH:4][C:5]([NH:8][C:9](=[O:16])[O:10][CH2:11][C:12]2([CH3:15])[O:13][C:20]3=[N:24][C:23]([N+:25]([O-:27])=[O:26])=[CH:22][N:21]3[CH2:14]2)=[CH:6][CH:7]=1. Given the reactants [Cl:1][C:2]1[CH:7]=[CH:6][C:5]([NH:8][C:9](=[O:16])[O:10][CH2:11][C:12]2([CH3:15])[CH2:14][O:13]2)=[CH:4][CH:3]=1.[N+]([C:20]1[NH:21][CH:22]=[C:23]([N+:25]([O-:27])=[O:26])[N:24]=1)([O-])=O.C([O-])(=O)C.[Na+], predict the reaction product. (3) Given the reactants [CH3:1][N+:2]([CH2:5][C@H:6]([NH2:11])[CH2:7][C:8]([O-:10])=[O:9])([CH3:4])[CH3:3].C(N(C(C)C)CC)(C)C.[N:21]([C:24]1[S:28][C:27]([C:29]2[CH:34]=[CH:33][CH:32]=[CH:31][CH:30]=2)=[N:26][C:25]=1[CH3:35])=[C:22]=[O:23], predict the reaction product. The product is: [CH3:35][C:25]1[N:26]=[C:27]([C:29]2[CH:34]=[CH:33][CH:32]=[CH:31][CH:30]=2)[S:28][C:24]=1[NH:21][C:22](=[O:23])[NH:11][C@@H:6]([CH2:5][N+:2]([CH3:3])([CH3:4])[CH3:1])[CH2:7][C:8]([O-:10])=[O:9]. (4) The product is: [F:1][C:2]1[CH:3]=[C:4]([CH:7]=[CH:8][C:9]=1[O:10][C@H:12]([CH2:13][CH3:14])[CH3:11])[CH:5]=[O:6]. Given the reactants [F:1][C:2]1[CH:3]=[C:4]([CH:7]=[CH:8][C:9]=1[OH:10])[CH:5]=[O:6].[CH3:11][C@@H:12](O)[CH2:13][CH3:14].C1(P(C2C=CC=CC=2)C2C=CC=CC=2)C=CC=CC=1.CC(OC(/N=N/C(OC(C)C)=O)=O)C, predict the reaction product. (5) Given the reactants [F:1][C:2]1[CH:7]=[CH:6][CH:5]=[C:4]([F:8])[C:3]=1[S:9]([NH:12][C:13]1[CH:21]=[C:20](I)[CH:19]=[CH:18][C:14]=1[C:15](O)=[O:16])(=[O:11])=[O:10].[ClH:23].C[O:25][C:26](=[O:38])[C@H:27]([NH2:37])[CH2:28][C:29]1[CH:34]=[CH:33][C:32]([Cl:35])=[C:31]([Cl:36])[CH:30]=1, predict the reaction product. The product is: [Cl:23][C:20]1[CH:19]=[CH:18][C:14]([C:15]([NH:37][C@H:27]([CH2:28][C:29]2[CH:34]=[CH:33][C:32]([Cl:35])=[C:31]([Cl:36])[CH:30]=2)[C:26]([OH:25])=[O:38])=[O:16])=[C:13]([NH:12][S:9]([C:3]2[C:2]([F:1])=[CH:7][CH:6]=[CH:5][C:4]=2[F:8])(=[O:11])=[O:10])[CH:21]=1. (6) Given the reactants [CH2:1]([N:8]1[CH2:13][CH2:12][CH2:11][CH2:10][C:9]1=O)[C:2]1[CH:7]=[CH:6][CH:5]=[CH:4][CH:3]=1.[Cl:15][C:16]1[CH:21]=[CH:20][C:19]([NH2:22])=[CH:18][C:17]=1[O:23][CH3:24].S([O-])([O-])(=O)=O.[Na+].[Na+].C(O[BH-](OC(=O)C)OC(=O)C)(=O)C.[Na+].C(=O)([O-])O.[Na+], predict the reaction product. The product is: [CH2:1]([N:8]1[CH2:13][CH2:12][CH:11]([NH:22][C:19]2[CH:20]=[CH:21][C:16]([Cl:15])=[C:17]([O:23][CH3:24])[CH:18]=2)[CH2:10][CH2:9]1)[C:2]1[CH:7]=[CH:6][CH:5]=[CH:4][CH:3]=1. (7) Given the reactants [OH:1][C:2]1[CH:3]=[C:4]([C:14]2[CH:15]=[CH:16][C:17](=[O:23])[N:18]([CH:20]([CH3:22])[CH3:21])[N:19]=2)[C:5]([C:8]2[CH:13]=[CH:12][CH:11]=[CH:10][CH:9]=2)=[N:6][CH:7]=1.Br[CH2:25][CH2:26][CH2:27][N:28]1[C:32](=[O:33])[C:31]2=[CH:34][CH:35]=[CH:36][CH:37]=[C:30]2[C:29]1=[O:38].[H-].[Na+].O, predict the reaction product. The product is: [CH:20]([N:18]1[C:17](=[O:23])[CH:16]=[CH:15][C:14]([C:4]2[CH:3]=[C:2]([O:1][CH2:25][CH2:26][CH2:27][N:28]3[C:32](=[O:33])[C:31]4[C:30](=[CH:37][CH:36]=[CH:35][CH:34]=4)[C:29]3=[O:38])[CH:7]=[N:6][C:5]=2[C:8]2[CH:9]=[CH:10][CH:11]=[CH:12][CH:13]=2)=[N:19]1)([CH3:21])[CH3:22].